This data is from Blood-brain barrier penetration binary classification data from Martins et al.. The task is: Regression/Classification. Given a drug SMILES string, predict its absorption, distribution, metabolism, or excretion properties. Task type varies by dataset: regression for continuous measurements (e.g., permeability, clearance, half-life) or binary classification for categorical outcomes (e.g., BBB penetration, CYP inhibition). Dataset: bbb_martins. (1) The drug is COC(=O)c1cncn1C(C)c1ccccc1. The result is 1 (penetrates BBB). (2) The compound is CC(N)C(=O)OC(C)(C)Cc1ccc(Cl)cc1. The result is 1 (penetrates BBB). (3) The compound is CCC1(CC)O[C@@H]2C[C@H]3C4CCC5=CC(=O)C=CC5(C)[C@@]4(F)[C@@H](O)CC3(C)[C@]2(C(=O)CO)O1. The result is 1 (penetrates BBB). (4) The compound is O=C1CCN=C2CC(c3ccccc3)CN12. The result is 1 (penetrates BBB). (5) The drug is O=C1C=CC=C/C1=C1/NN=CO1. The result is 1 (penetrates BBB). (6) The result is 1 (penetrates BBB). The drug is O=c1cc[nH]nc1.